This data is from Full USPTO retrosynthesis dataset with 1.9M reactions from patents (1976-2016). The task is: Predict the reactants needed to synthesize the given product. (1) Given the product [F:30][C:27]1[CH:28]=[CH:29][C:24]([N:21]2[C:16]3[CH:17]=[C:18]4[C@:13]([CH2:31][O:32][CH3:33])([CH2:14][C:15]=3[CH:23]=[N:22]2)[CH2:12][N:11]([S:8]([C:5]2[CH:6]=[N:7][C:2]([NH:35][CH3:34])=[CH:3][CH:4]=2)(=[O:10])=[O:9])[CH2:20][CH2:19]4)=[CH:25][CH:26]=1, predict the reactants needed to synthesize it. The reactants are: Cl[C:2]1[N:7]=[CH:6][C:5]([S:8]([N:11]2[CH2:20][CH2:19][C:18]3[C@:13]([CH2:31][O:32][CH3:33])([CH2:14][C:15]4[CH:23]=[N:22][N:21]([C:24]5[CH:29]=[CH:28][C:27]([F:30])=[CH:26][CH:25]=5)[C:16]=4[CH:17]=3)[CH2:12]2)(=[O:10])=[O:9])=[CH:4][CH:3]=1.[CH3:34][NH2:35]. (2) Given the product [CH2:1]([N:8]1[CH2:9][C@@H:27]([N+:28]([O-:30])=[O:29])[C@H:26]([C:22]2[CH:23]=[CH:24][CH:25]=[C:20]([O:19][C:18]([F:17])([F:31])[F:32])[CH:21]=2)[CH2:12]1)[C:2]1[CH:3]=[CH:4][CH:5]=[CH:6][CH:7]=1, predict the reactants needed to synthesize it. The reactants are: [CH2:1]([N:8]([CH2:12][Si](C)(C)C)[CH2:9]OC)[C:2]1[CH:7]=[CH:6][CH:5]=[CH:4][CH:3]=1.[F:17][C:18]([F:32])([F:31])[O:19][C:20]1[CH:25]=[CH:24][CH:23]=[C:22](/[CH:26]=[CH:27]/[N+:28]([O-:30])=[O:29])[CH:21]=1.C(O)(C(F)(F)F)=O. (3) Given the product [CH2:1]([O:3][C:4]([C:6]1[N:7]=[C:8]([C:12]2[CH:17]=[CH:16][CH:15]=[CH:14][CH:13]=2)[S:9][C:10]=1[CH2:11][Br:18])=[O:5])[CH3:2], predict the reactants needed to synthesize it. The reactants are: [CH2:1]([O:3][C:4]([C:6]1[N:7]=[C:8]([C:12]2[CH:17]=[CH:16][CH:15]=[CH:14][CH:13]=2)[S:9][C:10]=1[CH3:11])=[O:5])[CH3:2].[Br:18]N1C(=O)CCC1=O.C(OOC(=O)C1C=CC=CC=1)(=O)C1C=CC=CC=1. (4) Given the product [Br:1][C:2]1[CH:3]=[CH:4][C:5]([CH2:19][CH3:20])=[C:6]([CH:7]2[C:8]3([C:9](=[O:17])[C:10]([CH3:15])([CH3:16])[O:11][C:12]3([CH3:13])[CH3:14])[O:21]2)[CH:18]=1, predict the reactants needed to synthesize it. The reactants are: [Br:1][C:2]1[CH:3]=[CH:4][C:5]([CH2:19][CH3:20])=[C:6]([CH:18]=1)[CH:7]=[C:8]1[C:12]([CH3:14])([CH3:13])[O:11][C:10]([CH3:16])([CH3:15])[C:9]1=[O:17].[OH:21]O.[OH-].[Li+].